From a dataset of Peptide-MHC class II binding affinity with 134,281 pairs from IEDB. Regression. Given a peptide amino acid sequence and an MHC pseudo amino acid sequence, predict their binding affinity value. This is MHC class II binding data. The peptide sequence is APTGMFVAGAKYMVI. The MHC is HLA-DQA10501-DQB10201 with pseudo-sequence HLA-DQA10501-DQB10201. The binding affinity (normalized) is 0.261.